From a dataset of NCI-60 drug combinations with 297,098 pairs across 59 cell lines. Regression. Given two drug SMILES strings and cell line genomic features, predict the synergy score measuring deviation from expected non-interaction effect. (1) Cell line: CCRF-CEM. Synergy scores: CSS=86.4, Synergy_ZIP=-0.595, Synergy_Bliss=1.18, Synergy_Loewe=-1.61, Synergy_HSA=0.112. Drug 1: CCC1(CC2CC(C3=C(CCN(C2)C1)C4=CC=CC=C4N3)(C5=C(C=C6C(=C5)C78CCN9C7C(C=CC9)(C(C(C8N6C=O)(C(=O)OC)O)OC(=O)C)CC)OC)C(=O)OC)O.OS(=O)(=O)O. Drug 2: C1=NC2=C(N1)C(=S)N=CN2. (2) Drug 2: C(CN)CNCCSP(=O)(O)O. Cell line: EKVX. Drug 1: C1=CC(=CC=C1CCC2=CNC3=C2C(=O)NC(=N3)N)C(=O)NC(CCC(=O)O)C(=O)O. Synergy scores: CSS=-0.726, Synergy_ZIP=1.10, Synergy_Bliss=2.41, Synergy_Loewe=-0.955, Synergy_HSA=-1.98.